Dataset: Forward reaction prediction with 1.9M reactions from USPTO patents (1976-2016). Task: Predict the product of the given reaction. (1) Given the reactants [Cl:1][C:2]1[N:3]=[N:4][C:5](Cl)=[CH:6][CH:7]=1.[CH3:9][C:10]1([CH3:19])[CH2:15][CH:14]([NH2:16])[CH2:13][C:12]([CH3:18])([CH3:17])[NH:11]1, predict the reaction product. The product is: [Cl:1][C:2]1[N:3]=[N:4][C:5]([NH:16][CH:14]2[CH2:15][C:10]([CH3:19])([CH3:9])[NH:11][C:12]([CH3:18])([CH3:17])[CH2:13]2)=[CH:6][CH:7]=1. (2) Given the reactants [Br:1][C:2]1[CH:8]=[C:7]([Cl:9])[CH:6]=[C:5]([O:10]C)[C:3]=1[NH2:4].B(Br)(Br)Br, predict the reaction product. The product is: [NH2:4][C:3]1[C:2]([Br:1])=[CH:8][C:7]([Cl:9])=[CH:6][C:5]=1[OH:10]. (3) Given the reactants [CH2:1]([O:3][C:4](=[O:29])[C:5]([C:25]([F:28])([F:27])[F:26])([O:20][Si](C)(C)C)[CH2:6][C:7]([C:10]1[CH:15]=[CH:14][C:13]([Cl:16])=[C:12]([F:17])[C:11]=1[O:18][CH3:19])([CH3:9])[CH3:8])[CH3:2].[F-].C([N+](CCCC)(CCCC)CCCC)CCC.O, predict the reaction product. The product is: [CH2:1]([O:3][C:4](=[O:29])[C:5]([C:25]([F:27])([F:26])[F:28])([OH:20])[CH2:6][C:7]([C:10]1[CH:15]=[CH:14][C:13]([Cl:16])=[C:12]([F:17])[C:11]=1[O:18][CH3:19])([CH3:9])[CH3:8])[CH3:2]. (4) Given the reactants Br[C:2]1[CH:3]=[C:4]([N:8]2[C:16]3[C:11](=[CH:12][C:13]([CH2:17][N:18]4[CH2:22][CH2:21][CH:20]([OH:23])[CH2:19]4)=[CH:14][CH:15]=3)[C:10]([C:24]([O:26][CH3:27])=[O:25])=[N:9]2)[CH:5]=[CH:6][CH:7]=1.[C:28]([C@:30]1([OH:37])[CH2:34][CH2:33][N:32]([CH3:35])[C:31]1=[O:36])#[CH:29], predict the reaction product. The product is: [OH:37][C@@:30]1([C:28]#[C:29][C:2]2[CH:3]=[C:4]([N:8]3[C:16]4[C:11](=[CH:12][C:13]([CH2:17][N:18]5[CH2:22][CH2:21][CH:20]([OH:23])[CH2:19]5)=[CH:14][CH:15]=4)[C:10]([C:24]([O:26][CH3:27])=[O:25])=[N:9]3)[CH:5]=[CH:6][CH:7]=2)[CH2:34][CH2:33][N:32]([CH3:35])[C:31]1=[O:36]. (5) Given the reactants [NH2:1][C:2]1[CH:7]=[CH:6][C:5]([Br:8])=[CH:4][C:3]=1[NH:9][C:10]1[CH:15]=[CH:14][N:13]=[C:12]([NH2:16])[N:11]=1.[Cl:17][C:18]([Cl:25])([Cl:24])[CH2:19]C(=N)OC, predict the reaction product. The product is: [Br:8][C:5]1[CH:6]=[CH:7][C:2]2[N:1]=[C:19]([C:18]([Cl:25])([Cl:24])[Cl:17])[N:9]([C:10]3[CH:15]=[CH:14][N:13]=[C:12]([NH2:16])[N:11]=3)[C:3]=2[CH:4]=1.